Dataset: Peptide-MHC class I binding affinity with 185,985 pairs from IEDB/IMGT. Task: Regression. Given a peptide amino acid sequence and an MHC pseudo amino acid sequence, predict their binding affinity value. This is MHC class I binding data. (1) The peptide sequence is RADSMMLGY. The MHC is HLA-B27:05 with pseudo-sequence HLA-B27:05. The binding affinity (normalized) is 0.115. (2) The peptide sequence is TIESAKTKI. The MHC is HLA-A02:03 with pseudo-sequence HLA-A02:03. The binding affinity (normalized) is 0.